Dataset: Reaction yield outcomes from USPTO patents with 853,638 reactions. Task: Predict the reaction yield, written as a fraction of the theoretical maximum amount of product (1.0 means a 100% yield; for example, 0.34 means a 34% yield). (1) The reactants are Cl[C:2]1[N:7]=[CH:6][C:5]([C:8](=[O:10])[CH3:9])=[CH:4][CH:3]=1.[NH:11]1[CH2:16][CH2:15][NH:14][CH2:13][CH2:12]1. No catalyst specified. The product is [N:11]1([C:2]2[N:7]=[CH:6][C:5]([C:8](=[O:10])[CH3:9])=[CH:4][CH:3]=2)[CH2:16][CH2:15][NH:14][CH2:13][CH2:12]1. The yield is 0.900. (2) The reactants are C[O:2][C:3]([C:5]1[C:6]2[CH2:7][C:8]([CH3:29])([CH3:28])[CH:9]([C:16]3[CH:21]=[CH:20][CH:19]=[C:18]([N:22]4[CH2:27][CH2:26][O:25][CH2:24][CH2:23]4)[CH:17]=3)[NH:10][C:11]=2[CH:12]=[C:13]([Cl:15])[CH:14]=1)=[O:4].[OH-].[Na+].Cl. The catalyst is CO.O1CCCC1.O. The product is [Cl:15][C:13]1[CH:14]=[C:5]([C:3]([OH:4])=[O:2])[C:6]2[CH2:7][C:8]([CH3:29])([CH3:28])[CH:9]([C:16]3[CH:21]=[CH:20][CH:19]=[C:18]([N:22]4[CH2:23][CH2:24][O:25][CH2:26][CH2:27]4)[CH:17]=3)[NH:10][C:11]=2[CH:12]=1. The yield is 0.900. (3) The reactants are [CH:1]1([OH:6])[CH2:5][CH2:4][CH2:3][CH2:2]1.F[C:8]1[CH:9]=[C:10]([CH3:17])[CH:11]=[CH:12][C:13]=1[N+:14]([O-:16])=[O:15].[CH:18]1([O:23][C:24]2[CH:30]=[C:29]([CH3:31])[CH:28]=[CH:27][C:25]=2[NH2:26])[CH2:22][CH2:21][CH2:20][CH2:19]1.[NH2:32][C:33]1[S:34][CH:35]=[CH:36][N:37]=1. No catalyst specified. The product is [CH:1]1([O:6][C:8]2[CH:9]=[C:10]([CH3:17])[CH:11]=[CH:12][C:13]=2[N+:14]([O-:16])=[O:15])[CH2:5][CH2:4][CH2:3][CH2:2]1.[CH:18]1([O:23][C:24]2[CH:30]=[C:29]([CH3:31])[CH:28]=[CH:27][C:25]=2[NH:26][C:1]([NH:32][C:33]2[S:34][CH:35]=[CH:36][N:37]=2)=[O:6])[CH2:22][CH2:21][CH2:20][CH2:19]1. The yield is 0.620. (4) The reactants are C(O)C.[C:4]([C:7]1[CH:8]=[CH:9][C:10]([O:30]CC2C=CC=CC=2)=[C:11]([CH:29]=1)[C:12]([NH:14][C:15]1[CH:20]=[C:19]([C:21]([F:24])([F:23])[F:22])[CH:18]=[C:17]([C:25]([F:28])([F:27])[F:26])[CH:16]=1)=[O:13])(=[O:6])[CH3:5]. The catalyst is [C].[Pd].O1CCCC1. The product is [C:4]([C:7]1[CH:8]=[CH:9][C:10]([OH:30])=[C:11]([CH:29]=1)[C:12]([NH:14][C:15]1[CH:16]=[C:17]([C:25]([F:26])([F:27])[F:28])[CH:18]=[C:19]([C:21]([F:22])([F:23])[F:24])[CH:20]=1)=[O:13])(=[O:6])[CH3:5]. The yield is 0.470. (5) The product is [C:6]1([S:12]([N:15]2[C:23]3[C:18](=[CH:19][C:20]([CH:24]([C:34]4[CH:35]=[CH:36][CH:37]=[CH:38][CH:39]=4)[CH2:25][O:26][Si:27]([C:30]([CH3:33])([CH3:32])[CH3:31])([CH3:28])[CH3:29])=[CH:21][CH:22]=3)[CH:17]=[C:16]2[C:40]#[N:41])(=[O:14])=[O:13])[CH:7]=[CH:8][CH:9]=[CH:10][CH:11]=1. The reactants are C([Li])(C)(C)C.[C:6]1([S:12]([N:15]2[C:23]3[C:18](=[CH:19][C:20]([CH:24]([C:34]4[CH:39]=[CH:38][CH:37]=[CH:36][CH:35]=4)[CH2:25][O:26][Si:27]([C:30]([CH3:33])([CH3:32])[CH3:31])([CH3:29])[CH3:28])=[CH:21][CH:22]=3)[CH:17]=[CH:16]2)(=[O:14])=[O:13])[CH:11]=[CH:10][CH:9]=[CH:8][CH:7]=1.[CH3:40][N:41](C)CCN(C)C.C1(N=C=O)C=CC=CC=1. The yield is 0.620. The catalyst is O1CCCC1. (6) The reactants are [CH3:1][O:2][C:3]1[CH:4]=[C:5]([CH2:11][C:12]([OH:14])=[O:13])[CH:6]=[C:7]([O:9][CH3:10])[CH:8]=1.O=S(Cl)Cl.[CH3:19]O. The catalyst is CCOC(C)=O. The product is [CH3:10][O:9][C:7]1[CH:6]=[C:5]([CH2:11][C:12]([O:14][CH3:19])=[O:13])[CH:4]=[C:3]([O:2][CH3:1])[CH:8]=1. The yield is 1.00.